The task is: Predict the product of the given reaction.. This data is from Forward reaction prediction with 1.9M reactions from USPTO patents (1976-2016). (1) Given the reactants [F:1][C:2]1[CH:3]=[C:4]([C:9]2([CH2:15][CH2:16][C:17](O)=[O:18])[CH2:14][CH2:13][CH2:12][CH2:11][CH2:10]2)[CH:5]=[C:6]([F:8])[CH:7]=1.O/[N:21]=[C:22](/[C:24]1[CH:29]=[CH:28][NH:27][C:26](=[O:30])[CH:25]=1)\[NH2:23].C(N=C=NC(C)C)(C)C.CCCC[N+](CCCC)(CCCC)CCCC.[F-], predict the reaction product. The product is: [F:8][C:6]1[CH:5]=[C:4]([C:9]2([CH2:15][CH2:16][C:17]3[O:18][N:23]=[C:22]([C:24]4[CH:29]=[CH:28][NH:27][C:26](=[O:30])[CH:25]=4)[N:21]=3)[CH2:10][CH2:11][CH2:12][CH2:13][CH2:14]2)[CH:3]=[C:2]([F:1])[CH:7]=1. (2) The product is: [CH3:1][O:2][CH:3]1[CH2:12][CH2:11][CH:6]([O:7][CH2:8][CH2:9][OH:10])[CH2:5][CH2:4]1. Given the reactants [CH3:1][O:2][C:3]1[CH:12]=[CH:11][C:6]([O:7][CH2:8][CH2:9][OH:10])=[CH:5][CH:4]=1.[3H][3H], predict the reaction product.